This data is from Full USPTO retrosynthesis dataset with 1.9M reactions from patents (1976-2016). The task is: Predict the reactants needed to synthesize the given product. (1) The reactants are: [C:1]([O:5][C:6]([N:8]1[CH2:13][CH2:12][CH:11]([O:14][C:15]2[CH:20]=[CH:19][C:18]([C:21]3[CH2:26][CH2:25][C:24](=[O:27])[NH:23][N:22]=3)=[C:17]([F:28])[CH:16]=2)[CH2:10][CH2:9]1)=[O:7])([CH3:4])([CH3:3])[CH3:2].C(=O)([O-])[O-].[Cs+].[Cs+]. Given the product [C:1]([O:5][C:6]([N:8]1[CH2:13][CH2:12][CH:11]([O:14][C:15]2[CH:20]=[CH:19][C:18]([C:21]3[CH:26]=[CH:25][C:24](=[O:27])[NH:23][N:22]=3)=[C:17]([F:28])[CH:16]=2)[CH2:10][CH2:9]1)=[O:7])([CH3:4])([CH3:2])[CH3:3], predict the reactants needed to synthesize it. (2) Given the product [F:26][C:27]1[CH:32]=[CH:31][CH:30]=[CH:29][C:28]=1[C:2]1[CH:7]=[CH:6][N:5]=[CH:4][C:3]=1[N:8]([CH3:25])[C:9](=[O:24])[C:10]1[CH:15]=[C:14]([C:16]([F:19])([F:18])[F:17])[CH:13]=[C:12]([C:20]([F:23])([F:22])[F:21])[CH:11]=1, predict the reactants needed to synthesize it. The reactants are: Br[C:2]1[CH:7]=[CH:6][N:5]=[CH:4][C:3]=1[N:8]([CH3:25])[C:9](=[O:24])[C:10]1[CH:15]=[C:14]([C:16]([F:19])([F:18])[F:17])[CH:13]=[C:12]([C:20]([F:23])([F:22])[F:21])[CH:11]=1.[F:26][C:27]1[CH:32]=[CH:31][CH:30]=[CH:29][C:28]=1B(O)O.C([O-])([O-])=O.[K+].[K+].